This data is from Buchwald-Hartwig C-N cross coupling reaction yields with 55,370 reactions. The task is: Predict the reaction yield, written as a fraction of the theoretical maximum amount of product (1.0 means a 100% yield; for example, 0.34 means a 34% yield). (1) The reactants are FC(F)(F)c1ccc(Cl)cc1.Cc1ccc(N)cc1.O=S(=O)(O[Pd]1c2ccccc2-c2ccccc2N~1)C(F)(F)F.CC(C)c1cc(C(C)C)c(-c2ccccc2P(C2CCCCC2)C2CCCCC2)c(C(C)C)c1.CN(C)C(=NC(C)(C)C)N(C)C.CCOC(=O)c1ccon1. No catalyst specified. The product is Cc1ccc(Nc2ccc(C(F)(F)F)cc2)cc1. The yield is 0.174. (2) The reactants are Brc1ccccn1.Cc1ccc(N)cc1.O=S(=O)(O[Pd]1c2ccccc2-c2ccccc2N~1)C(F)(F)F.COc1ccc(OC)c(P([C@]23C[C@H]4C[C@H](C[C@H](C4)C2)C3)[C@]23C[C@H]4C[C@H](C[C@H](C4)C2)C3)c1-c1c(C(C)C)cc(C(C)C)cc1C(C)C.CCN=P(N=P(N(C)C)(N(C)C)N(C)C)(N(C)C)N(C)C.c1ccc(-c2cnoc2)cc1. No catalyst specified. The product is Cc1ccc(Nc2ccccn2)cc1. The yield is 0.202. (3) The reactants are Ic1cccnc1.Cc1ccc(N)cc1.O=S(=O)(O[Pd]1c2ccccc2-c2ccccc2N~1)C(F)(F)F.COc1ccc(OC)c(P([C@]23C[C@H]4C[C@H](C[C@H](C4)C2)C3)[C@]23C[C@H]4C[C@H](C[C@H](C4)C2)C3)c1-c1c(C(C)C)cc(C(C)C)cc1C(C)C.CN(C)C(=NC(C)(C)C)N(C)C.Cc1ccno1. No catalyst specified. The product is Cc1ccc(Nc2cccnc2)cc1. The yield is 0.549. (4) The reactants are CCc1ccc(Br)cc1.Cc1ccc(N)cc1.O=S(=O)(O[Pd]1c2ccccc2-c2ccccc2N~1)C(F)(F)F.COc1ccc(OC)c(P(C(C)(C)C)C(C)(C)C)c1-c1c(C(C)C)cc(C(C)C)cc1C(C)C.CN(C)C(=NC(C)(C)C)N(C)C.Cc1cc(-c2ccccc2)on1. No catalyst specified. The product is CCc1ccc(Nc2ccc(C)cc2)cc1. The yield is 0.590. (5) The reactants are FC(F)(F)c1ccc(Cl)cc1.Cc1ccc(N)cc1.O=S(=O)(O[Pd]1c2ccccc2-c2ccccc2N~1)C(F)(F)F.COc1ccc(OC)c(P([C@]23C[C@H]4C[C@H](C[C@H](C4)C2)C3)[C@]23C[C@H]4C[C@H](C[C@H](C4)C2)C3)c1-c1c(C(C)C)cc(C(C)C)cc1C(C)C.CCN=P(N=P(N(C)C)(N(C)C)N(C)C)(N(C)C)N(C)C.Cc1cc(-n2cccc2)no1. No catalyst specified. The product is Cc1ccc(Nc2ccc(C(F)(F)F)cc2)cc1. The yield is 0.0611. (6) The product is Cc1ccc(Nc2cccnc2)cc1. No catalyst specified. The yield is 0.765. The reactants are Ic1cccnc1.Cc1ccc(N)cc1.O=S(=O)(O[Pd]1c2ccccc2-c2ccccc2N~1)C(F)(F)F.CC(C)c1cc(C(C)C)c(-c2ccccc2P(C2CCCCC2)C2CCCCC2)c(C(C)C)c1.CCN=P(N=P(N(C)C)(N(C)C)N(C)C)(N(C)C)N(C)C.Cc1cc(C)on1.